The task is: Regression. Given a peptide amino acid sequence and an MHC pseudo amino acid sequence, predict their binding affinity value. This is MHC class I binding data.. This data is from Peptide-MHC class I binding affinity with 185,985 pairs from IEDB/IMGT. (1) The peptide sequence is RYQVVECKEV. The MHC is HLA-A24:02 with pseudo-sequence HLA-A24:02. The binding affinity (normalized) is 0. (2) The peptide sequence is AGILARWSSF. The MHC is HLA-A32:01 with pseudo-sequence HLA-A32:01. The binding affinity (normalized) is 0.266. (3) The peptide sequence is YFFVKWIGK. The MHC is HLA-A01:01 with pseudo-sequence HLA-A01:01. The binding affinity (normalized) is 0.0847. (4) The peptide sequence is SMQKFGER. The MHC is H-2-Kb with pseudo-sequence H-2-Kb. The binding affinity (normalized) is 0.0735. (5) The peptide sequence is YTYDRVDIY. The MHC is HLA-A31:01 with pseudo-sequence HLA-A31:01. The binding affinity (normalized) is 0.155. (6) The peptide sequence is SLPLPNFSSL. The MHC is HLA-A02:02 with pseudo-sequence HLA-A02:02. The binding affinity (normalized) is 0.511. (7) The peptide sequence is FTWQHNYYL. The MHC is HLA-B27:05 with pseudo-sequence HLA-B27:05. The binding affinity (normalized) is 0.213. (8) The peptide sequence is IITNAGTCTV. The MHC is HLA-A02:01 with pseudo-sequence HLA-A02:01. The binding affinity (normalized) is 0.435.